Dataset: Forward reaction prediction with 1.9M reactions from USPTO patents (1976-2016). Task: Predict the product of the given reaction. Given the reactants [Br:1][C:2]1[CH:7]=[CH:6][C:5]([CH:8]=[C:9]([C:14]2[CH:19]=[CH:18][CH:17]=[CH:16][CH:15]=2)[C:10](=[N:12][OH:13])[CH3:11])=[CH:4][CH:3]=1.C(=O)(O)[O-].[Na+].[I-].[K+].II.S([O-])([O-])=O.[Na+].[Na+], predict the reaction product. The product is: [Br:1][C:2]1[CH:3]=[CH:4][C:5]([C:8]2[O:13][N:12]=[C:10]([CH3:11])[C:9]=2[C:14]2[CH:15]=[CH:16][CH:17]=[CH:18][CH:19]=2)=[CH:6][CH:7]=1.